From a dataset of Forward reaction prediction with 1.9M reactions from USPTO patents (1976-2016). Predict the product of the given reaction. (1) The product is: [CH3:1][C@@:2]1([NH:21][C:22]2[CH:27]=[N:26][C:25]([C:28]([F:30])([F:29])[F:31])=[CH:24][N:23]=2)[CH2:6][CH2:5][CH2:4][C@H:3]1[NH:7][C:8](=[O:20])[C:9]1[CH:14]=[CH:13][CH:12]=[CH:11][C:10]=1[N:15]1[N:19]=[CH:18][CH:17]=[N:16]1. Given the reactants [CH3:1][C:2]1([NH:21][C:22]2[CH:27]=[N:26][C:25]([C:28]([F:31])([F:30])[F:29])=[CH:24][N:23]=2)[CH2:6][CH2:5][CH2:4][CH:3]1[NH:7][C:8](=[O:20])[C:9]1[CH:14]=[CH:13][CH:12]=[CH:11][C:10]=1[N:15]1[N:19]=[CH:18][CH:17]=[N:16]1.Cl.NC1(C)CCCC1NC(=O)C1C=CC=CC=1N1N=CC=N1.ClC1C=NC(C(F)(F)F)=CN=1, predict the reaction product. (2) Given the reactants I[C:2]1[CH:10]=[C:9]2[C:5]([C:6]([CH:19]=[CH:20][C:21]3[CH:26]=[CH:25][CH:24]=[CH:23][CH:22]=3)=[N:7][N:8]2[CH2:11][O:12][CH2:13][CH2:14][Si:15]([CH3:18])([CH3:17])[CH3:16])=[CH:4][CH:3]=1.C([Li])CCC.[N+:32]([C:35]1[CH:36]=[C:37]([C:41](OS(C(F)(F)F)(=O)=O)=[CH2:42])[CH:38]=[CH:39][CH:40]=1)([O-:34])=[O:33], predict the reaction product. The product is: [N+:32]([C:35]1[CH:36]=[C:37]([C:41]([C:2]2[CH:10]=[C:9]3[C:5]([C:6]([CH:19]=[CH:20][C:21]4[CH:22]=[CH:23][CH:24]=[CH:25][CH:26]=4)=[N:7][N:8]3[CH2:11][O:12][CH2:13][CH2:14][Si:15]([CH3:18])([CH3:17])[CH3:16])=[CH:4][CH:3]=2)=[CH2:42])[CH:38]=[CH:39][CH:40]=1)([O-:34])=[O:33]. (3) Given the reactants OO.[Cl:3][C:4]1[N:5]=[N:6][C:7]([Cl:10])=[CH:8][CH:9]=1.C1(=O)OC(=[O:15])C=C1.C(O)(=O)/C=C/C.[OH-].[Na+], predict the reaction product. The product is: [Cl:3][C:4]1[N:5]=[N+:6]([O-:15])[C:7]([Cl:10])=[CH:8][CH:9]=1. (4) Given the reactants [CH3:1][O:2][C:3]1[C:4]([N:13]2[CH:17]=[C:16]([CH3:18])[N:15]=[CH:14]2)=[N:5][CH:6]=[C:7]([CH:12]=1)[C:8]([O:10]C)=[O:9].ClC1C(OC)=CC(C(OC)=O)=CN=1.CC1N=CNC=1.[F-].[Cs+].C(=O)(O)[O-].[Na+], predict the reaction product. The product is: [CH3:1][O:2][C:3]1[C:4]([N:13]2[CH:17]=[C:16]([CH3:18])[N:15]=[CH:14]2)=[N:5][CH:6]=[C:7]([CH:12]=1)[C:8]([OH:10])=[O:9]. (5) Given the reactants [F:1][C:2]1[CH:24]=[C:23]([N+:25]([O-])=O)[CH:22]=[CH:21][C:3]=1[O:4][C:5]1[CH:6]=[CH:7][C:8]2[N:9]([C:11]([CH3:20])=[C:12]([NH:14][C:15]([CH:17]3[CH2:19][CH2:18]3)=[O:16])[N:13]=2)[CH:10]=1.[Cl-].[NH4+].O, predict the reaction product. The product is: [NH2:25][C:23]1[CH:22]=[CH:21][C:3]([O:4][C:5]2[CH:6]=[CH:7][C:8]3[N:9]([C:11]([CH3:20])=[C:12]([NH:14][C:15]([CH:17]4[CH2:19][CH2:18]4)=[O:16])[N:13]=3)[CH:10]=2)=[C:2]([F:1])[CH:24]=1. (6) Given the reactants C(=O)([O-])[O-].[K+].[K+].[NH:7]1[CH2:12][CH2:11][CH2:10][CH:9]([CH2:13][NH:14][C:15](=[O:21])[O:16][C:17]([CH3:20])([CH3:19])[CH3:18])[CH2:8]1.Br[CH2:23][C:24]1[CH:29]=[CH:28][C:27]([C:30]([F:33])([F:32])[F:31])=[CH:26][CH:25]=1, predict the reaction product. The product is: [C:17]([O:16][C:15](=[O:21])[NH:14][CH2:13][CH:9]1[CH2:10][CH2:11][CH2:12][N:7]([CH2:23][C:24]2[CH:25]=[CH:26][C:27]([C:30]([F:31])([F:32])[F:33])=[CH:28][CH:29]=2)[CH2:8]1)([CH3:18])([CH3:20])[CH3:19]. (7) Given the reactants [C:1]1(C2(C(O)=O)CCCC2)C=CC=CC=1.[CH3:15][CH:16]([CH3:46])[CH:17]([C:40]1[CH:45]=[CH:44][CH:43]=[CH:42][CH:41]=1)[C:18]([NH:20][C@@H:21]1[C@H:28]2[C@H:24]([CH2:25][N:26]([CH2:29][C:30]3[CH:35]=[CH:34][CH:33]=[C:32]([C:36]([F:39])([F:38])[F:37])[CH:31]=3)[CH2:27]2)[CH2:23][CH2:22]1)=[O:19].C(N1C[C@H]2C(N)CC[C@H]2C1)C1C=CC=CC=1, predict the reaction product. The product is: [CH3:15][C:16]([CH3:1])([CH3:46])[CH:17]([C:40]1[CH:45]=[CH:44][CH:43]=[CH:42][CH:41]=1)[C:18]([NH:20][C@@H:21]1[C@H:28]2[C@H:24]([CH2:25][N:26]([CH2:29][C:30]3[CH:35]=[CH:34][CH:33]=[C:32]([C:36]([F:37])([F:38])[F:39])[CH:31]=3)[CH2:27]2)[CH2:23][CH2:22]1)=[O:19].